Dataset: Reaction yield outcomes from USPTO patents with 853,638 reactions. Task: Predict the reaction yield, written as a fraction of the theoretical maximum amount of product (1.0 means a 100% yield; for example, 0.34 means a 34% yield). (1) No catalyst specified. The yield is 0.0800. The product is [N:20]1([C:17]2[CH:16]=[CH:15][C:14]([N:9]3[CH:10]=[CH:11][C:12](=[O:13])[C:7]([C:5]4[N:33]([C:27]5[CH:32]=[CH:31][CH:30]=[CH:29][CH:28]=5)[N:2]=[CH:3][CH:4]=4)=[N:8]3)=[CH:19][CH:18]=2)[CH2:21][CH2:22][O:36][CH2:35][CH2:25]1. The reactants are C[N:2](C)[CH:3]=[CH:4][C:5]([C:7]1[C:12](=[O:13])[CH:11]=[CH:10][N:9]([C:14]2[CH:19]=[CH:18][C:17]([N:20]3[CH2:25]CO[CH2:22][CH2:21]3)=[CH:16][CH:15]=2)[N:8]=1)=O.[C:27]1([NH:33]N)[CH:32]=[CH:31][CH:30]=[CH:29][CH:28]=1.[CH3:35][OH:36]. (2) The reactants are [CH3:1]I.[CH2:3]([O:5][C:6](=[O:22])[C:7](=[C:13]([SH:21])[NH:14][C:15]1[CH:20]=[CH:19][CH:18]=[CH:17][CH:16]=1)[C:8]([O:10][CH2:11][CH3:12])=[O:9])[CH3:4].[Na]. The catalyst is CN(C=O)C. The product is [CH2:11]([O:10][C:8](=[O:9])[C:7](=[C:13]([S:21][CH3:1])[NH:14][C:15]1[CH:16]=[CH:17][CH:18]=[CH:19][CH:20]=1)[C:6]([O:5][CH2:3][CH3:4])=[O:22])[CH3:12]. The yield is 0.840. (3) The reactants are [N:1]1([CH:7]2[CH2:12][CH2:11][N:10]([CH2:13][C:14]3[C:15]([C:27]4[CH:32]=[CH:31][CH:30]=[CH:29][CH:28]=4)=[N:16][C:17]4[C:22]([C:23]=3[C:24](O)=[O:25])=[CH:21][CH:20]=[CH:19][CH:18]=4)[CH2:9][CH2:8]2)[CH2:6][CH2:5][CH2:4][CH2:3][CH2:2]1.CN(C(ON1N=NC2C=CC=CC1=2)=[N+](C)C)C.F[P-](F)(F)(F)(F)F.C(N(CC)CC)C.[OH:64][C:65]1[CH:66]=[C:67]([CH:70]=[CH:71][CH:72]=1)[CH2:68][NH2:69]. The catalyst is C1COCC1.C(Cl)Cl. The product is [OH:64][C:65]1[CH:66]=[C:67]([CH:70]=[CH:71][CH:72]=1)[CH2:68][NH:69][C:24]([C:23]1[C:22]2[C:17](=[CH:18][CH:19]=[CH:20][CH:21]=2)[N:16]=[C:15]([C:27]2[CH:32]=[CH:31][CH:30]=[CH:29][CH:28]=2)[C:14]=1[CH2:13][N:10]1[CH2:11][CH2:12][CH:7]([N:1]2[CH2:2][CH2:3][CH2:4][CH2:5][CH2:6]2)[CH2:8][CH2:9]1)=[O:25]. The yield is 0.206. (4) The reactants are [CH3:1][O:2][C:3](=[O:12])[C:4]1[CH:9]=[CH:8][C:7](F)=[CH:6][C:5]=1[Cl:11].[NH:13]1[CH2:18][CH2:17][O:16][CH2:15][CH2:14]1.C(=O)([O-])[O-].[K+].[K+]. The catalyst is CN1CCCC1=O.C(OCC)(=O)C. The product is [CH3:1][O:2][C:3](=[O:12])[C:4]1[CH:9]=[CH:8][C:7]([N:13]2[CH2:18][CH2:17][O:16][CH2:15][CH2:14]2)=[CH:6][C:5]=1[Cl:11]. The yield is 0.650.